Dataset: Peptide-MHC class I binding affinity with 185,985 pairs from IEDB/IMGT. Task: Regression. Given a peptide amino acid sequence and an MHC pseudo amino acid sequence, predict their binding affinity value. This is MHC class I binding data. The MHC is HLA-A68:02 with pseudo-sequence HLA-A68:02. The peptide sequence is NYFNRMFHF. The binding affinity (normalized) is 0.0847.